From a dataset of Full USPTO retrosynthesis dataset with 1.9M reactions from patents (1976-2016). Predict the reactants needed to synthesize the given product. (1) Given the product [CH3:1][C:2]1[O:3][C:4]([C@@H:7]2[CH2:12][CH2:11][CH2:10][NH:8]2)=[N:5][N:6]=1, predict the reactants needed to synthesize it. The reactants are: [CH3:1][C:2]1[O:3][C:4]([C@@H:7]2[CH2:12][CH2:11][CH2:10]C[NH:8]2)=[N:5][N:6]=1.N1(C(OC(C)(C)C)=O)CCC[C@H]1C(O)=O.C(NN)(=O)C. (2) Given the product [Cl:2][C:3]1[CH:8]=[CH:7][C:6]([CH:9]([CH2:13][C:14]2[CH:15]=[CH:16][C:17]([Cl:20])=[CH:18][CH:19]=2)[CH:10]([NH:12][S:28]([C:25]2[CH:26]=[CH:27][C:22]([F:21])=[CH:23][CH:24]=2)(=[O:30])=[O:29])[CH3:11])=[CH:5][CH:4]=1, predict the reactants needed to synthesize it. The reactants are: Cl.[Cl:2][C:3]1[CH:8]=[CH:7][C:6]([CH:9]([CH2:13][C:14]2[CH:19]=[CH:18][C:17]([Cl:20])=[CH:16][CH:15]=2)[CH:10]([NH2:12])[CH3:11])=[CH:5][CH:4]=1.[F:21][C:22]1[CH:27]=[CH:26][C:25]([S:28](Cl)(=[O:30])=[O:29])=[CH:24][CH:23]=1.C(N(C(C)C)CC)(C)C. (3) Given the product [F:17][CH:18]([F:27])[O:19][C:20]1[CH:21]=[CH:22][C:23]([NH:24][C:2]2[C:3](=[O:16])[N:4]([CH3:15])[S:5](=[O:14])(=[O:13])[C:6]=2[C:7]2[CH:12]=[CH:11][CH:10]=[CH:9][CH:8]=2)=[CH:25][CH:26]=1, predict the reactants needed to synthesize it. The reactants are: Cl[C:2]1[C:3](=[O:16])[N:4]([CH3:15])[S:5](=[O:14])(=[O:13])[C:6]=1[C:7]1[CH:12]=[CH:11][CH:10]=[CH:9][CH:8]=1.[F:17][CH:18]([F:27])[O:19][C:20]1[CH:26]=[CH:25][C:23]([NH2:24])=[CH:22][CH:21]=1. (4) Given the product [C:19]([CH2:18][N:3]1[C:11]2[C:6](=[CH:7][CH:8]=[CH:9][CH:10]=2)[CH:5]=[C:4]1[C:12]([O:14][CH2:15][CH3:16])=[O:13])#[N:20], predict the reactants needed to synthesize it. The reactants are: [H-].[Na+].[NH:3]1[C:11]2[C:6](=[CH:7][CH:8]=[CH:9][CH:10]=2)[CH:5]=[C:4]1[C:12]([O:14][CH2:15][CH3:16])=[O:13].Br[CH2:18][C:19]#[N:20]. (5) Given the product [Cl:23][C:18]1[CH:17]=[C:16]([CH:21]=[CH:20][C:19]=1[OH:22])[NH:15][C:7]1[C:6]2[C:11](=[CH:12][CH:13]=[CH:14][C:5]=2[O:4][C@H:3]([CH3:24])[CH2:2][NH:1][C:28](=[O:29])[CH2:27][O:26][CH3:25])[N:10]=[CH:9][N:8]=1, predict the reactants needed to synthesize it. The reactants are: [NH2:1][CH2:2][C@@H:3]([CH3:24])[O:4][C:5]1[CH:14]=[CH:13][CH:12]=[C:11]2[C:6]=1[C:7]([NH:15][C:16]1[CH:21]=[CH:20][C:19]([OH:22])=[C:18]([Cl:23])[CH:17]=1)=[N:8][CH:9]=[N:10]2.[CH3:25][O:26][CH2:27][C:28](O)=[O:29]. (6) Given the product [OH:8][CH2:9][CH2:10][CH2:11][CH2:12][C:13]1[CH:14]=[C:15]([NH:19][C:20]([NH2:22])=[O:21])[CH:16]=[CH:17][CH:18]=1, predict the reactants needed to synthesize it. The reactants are: [Si]([O:8][CH2:9][CH2:10][CH2:11][CH2:12][C:13]1[CH:14]=[C:15]([NH:19][C:20]([NH2:22])=[O:21])[CH:16]=[CH:17][CH:18]=1)(C(C)(C)C)(C)C.FC(F)(F)C(O)=O.